Dataset: Peptide-MHC class I binding affinity with 185,985 pairs from IEDB/IMGT. Task: Regression. Given a peptide amino acid sequence and an MHC pseudo amino acid sequence, predict their binding affinity value. This is MHC class I binding data. (1) The peptide sequence is AVDLSHFLR. The MHC is HLA-A31:01 with pseudo-sequence HLA-A31:01. The binding affinity (normalized) is 0.584. (2) The peptide sequence is AERKQREAL. The MHC is H-2-Kk with pseudo-sequence H-2-Kk. The binding affinity (normalized) is 0.159. (3) The peptide sequence is RKRSVTMLLM. The MHC is HLA-B07:02 with pseudo-sequence HLA-B07:02. The binding affinity (normalized) is 0.395. (4) The peptide sequence is YAQMWSLMY. The MHC is HLA-A01:01 with pseudo-sequence HLA-A01:01. The binding affinity (normalized) is 0.806. (5) The peptide sequence is NRWKSWFSY. The MHC is HLA-B15:17 with pseudo-sequence HLA-B15:17. The binding affinity (normalized) is 0.0847.